This data is from Forward reaction prediction with 1.9M reactions from USPTO patents (1976-2016). The task is: Predict the product of the given reaction. (1) Given the reactants [H-].[Al+3].[Li+].[H-].[H-].[H-].[N:7]1([CH2:13][C:14]2[CH:21]=[CH:20][C:17]([C:18]#[N:19])=[CH:16][CH:15]=2)[CH2:12][CH2:11][O:10][CH2:9][CH2:8]1.[OH-].[Na+], predict the reaction product. The product is: [N:7]1([CH2:13][C:14]2[CH:21]=[CH:20][C:17]([CH2:18][NH2:19])=[CH:16][CH:15]=2)[CH2:12][CH2:11][O:10][CH2:9][CH2:8]1. (2) Given the reactants [CH2:1]([CH:4]1[CH:30]=[C:29]([CH3:31])[CH2:28][CH:27]([CH3:32])[CH2:26][CH:25]([O:33][CH3:34])[CH:24]2[O:35][C:20]([OH:39])([CH:21]([CH3:38])[CH2:22][CH:23]2[O:36][CH3:37])[C:19](=[O:40])[C:18](=[O:41])[N:17]2[CH:12]([CH2:13][CH2:14][CH2:15][CH2:16]2)[C:11](=[O:42])[O:10][CH:9]([C:43]([CH3:72])=[CH:44][CH:45]2[CH2:50][CH2:49][CH:48]([O:51][C:52](=[O:69])[CH2:53][CH2:54][CH2:55][CH2:56][CH2:57][CH2:58][C:59]([O:61][Si](C(C)(C)C)(C)C)=[O:60])[CH:47]([O:70][CH3:71])[CH2:46]2)[CH:8]([CH3:73])[CH:7]([O:74][Si](C(C)(C)C)(C)C)[CH2:6][C:5]1=[O:82])[CH:2]=[CH2:3].C(#N)C.F, predict the reaction product. The product is: [CH2:1]([CH:4]1[CH:30]=[C:29]([CH3:31])[CH2:28][CH:27]([CH3:32])[CH2:26][CH:25]([O:33][CH3:34])[CH:24]2[O:35][C:20]([OH:39])([CH:21]([CH3:38])[CH2:22][CH:23]2[O:36][CH3:37])[C:19](=[O:40])[C:18](=[O:41])[N:17]2[CH:12]([CH2:13][CH2:14][CH2:15][CH2:16]2)[C:11](=[O:42])[O:10][CH:9]([C:43]([CH3:72])=[CH:44][CH:45]2[CH2:50][CH2:49][CH:48]([O:51][C:52](=[O:69])[CH2:53][CH2:54][CH2:55][CH2:56][CH2:57][CH2:58][C:59]([OH:61])=[O:60])[CH:47]([O:70][CH3:71])[CH2:46]2)[CH:8]([CH3:73])[CH:7]([OH:74])[CH2:6][C:5]1=[O:82])[CH:2]=[CH2:3]. (3) Given the reactants Cl[C:2]1[N:10]=[C:9]([C:11]2[CH:16]=[CH:15][CH:14]=[CH:13][N:12]=2)[N:8]=[C:7]2[C:3]=1[N:4]=[CH:5][N:6]2[CH:17]1[CH2:21][CH2:20][CH2:19][O:18]1.[NH3:22], predict the reaction product. The product is: [N:12]1[CH:13]=[CH:14][CH:15]=[CH:16][C:11]=1[C:9]1[N:8]=[C:7]2[C:3]([N:4]=[CH:5][N:6]2[CH:17]2[CH2:21][CH2:20][CH2:19][O:18]2)=[C:2]([NH2:22])[N:10]=1.